Task: Predict the reaction yield, written as a fraction of the theoretical maximum amount of product (1.0 means a 100% yield; for example, 0.34 means a 34% yield).. Dataset: Reaction yield outcomes from USPTO patents with 853,638 reactions (1) The catalyst is [Ti](Cl)(Cl)(Cl)Cl.O.ClCCl. The reactants are [CH2:1]([O:3][C:4](=[O:10])[CH2:5][NH:6][C:7](=[O:9])[CH3:8])[CH3:2].CN1C=CN=C1.[C:17](Cl)(=[O:33])[CH2:18][CH2:19][CH2:20][CH2:21][CH2:22][CH2:23][CH2:24][CH2:25][CH2:26][CH2:27][CH2:28][CH2:29][CH2:30][CH2:31][CH3:32].C(N(CC)CC)C. The product is [C:7]([NH:6][CH:5]([C:17](=[O:33])[CH2:18][CH2:19][CH2:20][CH2:21][CH2:22][CH2:23][CH2:24][CH2:25][CH2:26][CH2:27][CH2:28][CH2:29][CH2:30][CH2:31][CH3:32])[C:4]([O:3][CH2:1][CH3:2])=[O:10])(=[O:9])[CH3:8]. The yield is 0.710. (2) The reactants are [CH3:1][C:2]1[C:6]2[C:7](=[O:20])[N:8]([CH2:12][CH2:13][N:14]3[CH2:19][CH2:18][CH2:17][CH2:16][CH2:15]3)[CH2:9][CH2:10][CH2:11][C:5]=2[NH:4][C:3]=1[CH:21]=O.[Cl:23][C:24]1[CH:25]=[C:26]2[C:30](=[CH:31][CH:32]=1)[NH:29][C:28](=[O:33])[CH2:27]2. No catalyst specified. The product is [Cl:23][C:24]1[CH:25]=[C:26]2[C:30](=[CH:31][CH:32]=1)[NH:29][C:28](=[O:33])[C:27]2=[CH:21][C:3]1[NH:4][C:5]2[CH2:11][CH2:10][CH2:9][N:8]([CH2:12][CH2:13][N:14]3[CH2:19][CH2:18][CH2:17][CH2:16][CH2:15]3)[C:7](=[O:20])[C:6]=2[C:2]=1[CH3:1]. The yield is 0.648.